The task is: Predict which catalyst facilitates the given reaction.. This data is from Catalyst prediction with 721,799 reactions and 888 catalyst types from USPTO. (1) Reactant: C([O:5][C:6]([CH:8]1[CH:12]([C:13]2[CH:18]=[CH:17][CH:16]=[C:15]([Cl:19])[C:14]=2[F:20])[C:11]([C:23]2[CH:28]=[CH:27][C:26]([Cl:29])=[CH:25][C:24]=2[F:30])([C:21]#[N:22])[CH:10]([CH2:31][C:32]([CH3:36])([CH3:35])[CH:33]=[CH2:34])[NH:9]1)=[O:7])(C)(C)C.[F:37][C:38]([F:43])([F:42])[C:39]([OH:41])=[O:40]. The catalyst class is: 4. Product: [F:37][C:38]([F:43])([F:42])[C:39]([OH:41])=[O:40].[Cl:19][C:15]1[C:14]([F:20])=[C:13]([CH:12]2[C:11]([C:23]3[CH:28]=[CH:27][C:26]([Cl:29])=[CH:25][C:24]=3[F:30])([C:21]#[N:22])[CH:10]([CH2:31][C:32]([CH3:35])([CH3:36])[CH:33]=[CH2:34])[NH:9][CH:8]2[C:6]([OH:7])=[O:5])[CH:18]=[CH:17][CH:16]=1. (2) Reactant: C[C:2]#[N:3].[CH2:4]([C:11]1[CH:16]=[CH:15][CH:14]=[CH:13][C:12]=1[O:17][CH2:18][CH2:19][CH:20]([O:22][CH3:23])[CH3:21])[C:5]1[CH:10]=[CH:9][CH:8]=[CH:7][CH:6]=1.ClC1C(=O)C(C#N)=C(C#N)C(=O)C=1Cl.C[Si](C#N)(C)C. Product: [CH3:23][O:22][CH:20]([CH3:21])[CH2:19][CH2:18][O:17][C:12]1[CH:13]=[CH:14][CH:15]=[CH:16][C:11]=1[CH:4]([C:5]1[CH:6]=[CH:7][CH:8]=[CH:9][CH:10]=1)[C:2]#[N:3]. The catalyst class is: 2.